Dataset: Forward reaction prediction with 1.9M reactions from USPTO patents (1976-2016). Task: Predict the product of the given reaction. (1) Given the reactants [Br:1][C:2]1[CH:3]=[CH:4][C:5]([C:8]2[CH2:12][CH:11]([C:13]3([OH:18])[CH2:17][CH2:16]S[CH2:14]3)[O:10][N:9]=2)=[N:6][CH:7]=1.O.[S:20]([O-:25])(O[O-])(=O)=[O:21].[K+].[K+], predict the reaction product. The product is: [Br:1][C:2]1[CH:3]=[CH:4][C:5]([C:8]2[CH2:12][CH:11]([C:13]3([OH:18])[CH2:17][CH2:16][S:20](=[O:25])(=[O:21])[CH2:14]3)[O:10][N:9]=2)=[N:6][CH:7]=1. (2) Given the reactants C1(C[CH2:8][CH2:9][NH2:10])C=CC=CC=1.[CH:11]1([CH2:16][C:17]([NH:19][C:20]2[CH:25]=[CH:24][C:23]([NH:26][C:27]([N:29]3[CH2:37][C:36]4[C:31](=[CH:32][CH:33]=[C:34]([C:38](O)=[O:39])[CH:35]=4)[CH2:30]3)=[O:28])=[CH:22][CH:21]=2)=[O:18])[CH2:15][CH2:14][CH2:13][CH2:12]1.C1C2C(=CC=CC=2)CN1[C:50](NC1C=CC(C(O)=O)=CC=1)=[O:51], predict the reaction product. The product is: [CH:11]1([CH2:16][C:17]([NH:19][C:20]2[CH:25]=[CH:24][C:23]([NH:26][C:27]([N:29]3[CH2:37][C:36]4[C:31](=[CH:32][CH:33]=[C:34]([C:38]([NH:10][CH2:9][CH2:8][O:51][CH3:50])=[O:39])[CH:35]=4)[CH2:30]3)=[O:28])=[CH:22][CH:21]=2)=[O:18])[CH2:15][CH2:14][CH2:13][CH2:12]1. (3) Given the reactants [CH3:1][O:2][CH2:3][C@@H:4]1[CH2:8][N:7](C(OC(C)(C)C)=O)[C@H:6]([C:16]2[NH:17][C:18]([C:21]3[CH:26]=[CH:25][C:24]([B:27]4[O:31][C:30]([CH3:33])([CH3:32])[C:29]([CH3:35])([CH3:34])[O:28]4)=[CH:23][CH:22]=3)=[CH:19][N:20]=2)[CH2:5]1.Cl.[CH3:37][O:38][C:39]([NH:41][C@@H:42]([CH:46]1[CH2:51][CH2:50][O:49][CH2:48][CH2:47]1)[C:43](O)=[O:44])=[O:40].CN(C(ON1N=NC2C=CC=NC1=2)=[N+](C)C)C.F[P-](F)(F)(F)(F)F.CCN(C(C)C)C(C)C, predict the reaction product. The product is: [CH3:1][O:2][CH2:3][C@@H:4]1[CH2:8][N:7]([C:43](=[O:44])[C@@H:42]([NH:41][C:39](=[O:40])[O:38][CH3:37])[CH:46]2[CH2:51][CH2:50][O:49][CH2:48][CH2:47]2)[C@H:6]([C:16]2[NH:17][C:18]([C:21]3[CH:26]=[CH:25][C:24]([B:27]4[O:28][C:29]([CH3:34])([CH3:35])[C:30]([CH3:32])([CH3:33])[O:31]4)=[CH:23][CH:22]=3)=[CH:19][N:20]=2)[CH2:5]1. (4) Given the reactants [C:1]([C:3]1[CH:8]=[CH:7][C:6]([N:9]2[C:13](=[O:14])[C:12]([CH3:16])([CH3:15])[N:11]([C:17]3[CH:25]=[CH:24][C:20]([C:21]([NH2:23])=[O:22])=[C:19]([F:26])[CH:18]=3)[C:10]2=S)=[CH:5][C:4]=1[C:28]([F:31])([F:30])[F:29])#[N:2].[OH:32]O, predict the reaction product. The product is: [C:1]([C:3]1[CH:8]=[CH:7][C:6]([N:9]2[C:13](=[O:14])[C:12]([CH3:16])([CH3:15])[N:11]([C:17]3[CH:25]=[CH:24][C:20]([C:21]([NH2:23])=[O:22])=[C:19]([F:26])[CH:18]=3)[C:10]2=[O:32])=[CH:5][C:4]=1[C:28]([F:31])([F:30])[F:29])#[N:2]. (5) Given the reactants Cl[C:2]1[N:7]=[CH:6][N:5]=[C:4]([N:8]2[CH2:13][CH2:12][CH:11]([CH:14]([N:18]3[CH:22]=[C:21]([C:23]4[C:24]5[CH:31]=[CH:30][NH:29][C:25]=5[N:26]=[CH:27][N:28]=4)[CH:20]=[N:19]3)[CH2:15][C:16]#[N:17])[CH2:10][CH2:9]2)[C:3]=1[CH3:32].[NH2:33][C:34]1[CH:39]=[CH:38][CH:37]=[CH:36][CH:35]=1, predict the reaction product. The product is: [NH:33]([C:2]1[N:7]=[CH:6][N:5]=[C:4]([N:8]2[CH2:13][CH2:12][CH:11]([CH:14]([N:18]3[CH:22]=[C:21]([C:23]4[C:24]5[CH:31]=[CH:30][NH:29][C:25]=5[N:26]=[CH:27][N:28]=4)[CH:20]=[N:19]3)[CH2:15][C:16]#[N:17])[CH2:10][CH2:9]2)[C:3]=1[CH3:32])[C:34]1[CH:39]=[CH:38][CH:37]=[CH:36][CH:35]=1. (6) The product is: [CH3:12][C:6]1[N:7]=[C:8]2[C:3]([C:2]([NH:20][C:18]3[CH:19]=[C:14]([CH3:13])[CH:15]=[CH:16][C:17]=3[S:21][C:22]3[CH:23]=[CH:24][CH:25]=[CH:26][CH:27]=3)=[CH:11][CH:10]=[N:9]2)=[CH:4][CH:5]=1. Given the reactants Cl[C:2]1[CH:11]=[CH:10][N:9]=[C:8]2[C:3]=1[CH:4]=[CH:5][C:6]([CH3:12])=[N:7]2.[CH3:13][C:14]1[CH:15]=[CH:16][C:17]([S:21][C:22]2[CH:27]=[CH:26][CH:25]=[CH:24][CH:23]=2)=[C:18]([NH2:20])[CH:19]=1, predict the reaction product. (7) Given the reactants [NH2:1][C:2]1[N:10]=[C:9]([O:11][CH2:12][CH2:13][CH2:14][CH3:15])[N:8]=[C:7]2[C:3]=1[NH:4][C:5](=[O:28])[N:6]2[CH2:16][CH2:17][O:18][C:19]1[CH:27]=[CH:26][CH:25]=[CH:24][C:20]=1[C:21]([OH:23])=[O:22].[CH3:29][N:30]([CH3:35])[CH2:31][CH2:32][CH2:33]O.N1(C2C=CN=CC=2)CCCC1, predict the reaction product. The product is: [NH2:1][C:2]1[N:10]=[C:9]([O:11][CH2:12][CH2:13][CH2:14][CH3:15])[N:8]=[C:7]2[C:3]=1[NH:4][C:5](=[O:28])[N:6]2[CH2:16][CH2:17][O:18][C:19]1[CH:27]=[CH:26][CH:25]=[CH:24][C:20]=1[C:21]([O:23][CH2:33][CH2:32][CH2:31][N:30]([CH3:35])[CH3:29])=[O:22]. (8) Given the reactants O([C:9]([O:11][C:12]([CH3:15])([CH3:14])[CH3:13])=[O:10])[C:9]([O:11][C:12]([CH3:15])([CH3:14])[CH3:13])=[O:10].[NH2:16][CH:17]1[CH2:26][CH2:25][C:24]2[C:19](=[CH:20][CH:21]=[C:22]([Br:27])[CH:23]=2)[CH2:18]1.CCN(CC)CC, predict the reaction product. The product is: [C:12]([O:11][C:9](=[O:10])[NH:16][C@@H:17]1[CH2:26][CH2:25][C:24]2[C:19](=[CH:20][CH:21]=[C:22]([Br:27])[CH:23]=2)[CH2:18]1)([CH3:13])([CH3:14])[CH3:15]. (9) Given the reactants [I:1][C:2]1[CH:3]=[C:4]([CH:8]=[CH:9][C:10]=1[CH3:11])[C:5]([OH:7])=O.[CH3:12][C:13]1[N:14]=[CH:15][N:16]([C:18]2[CH:19]=[C:20]([NH2:28])[CH:21]=[C:22]([C:24]([F:27])([F:26])[F:25])[CH:23]=2)[CH:17]=1.C(N(CC)C(C)C)(C)C, predict the reaction product. The product is: [I:1][C:2]1[CH:3]=[C:4]([CH:8]=[CH:9][C:10]=1[CH3:11])[C:5]([NH:28][C:20]1[CH:21]=[C:22]([C:24]([F:25])([F:26])[F:27])[CH:23]=[C:18]([N:16]2[CH:17]=[C:13]([CH3:12])[N:14]=[CH:15]2)[CH:19]=1)=[O:7].